From a dataset of Catalyst prediction with 721,799 reactions and 888 catalyst types from USPTO. Predict which catalyst facilitates the given reaction. (1) Reactant: [F:1][C:2]1[CH:17]=[C:16]([CH:18]=O)[CH:15]=[CH:14][C:3]=1[O:4][C:5]1[CH:6]=[CH:7][C:8]([C:11]([NH2:13])=[O:12])=[N:9][CH:10]=1.[CH3:20][C:21]([CH3:26])([CH3:25])[CH2:22][CH2:23][NH2:24].[BH4-].[Na+]. Product: [CH3:20][C:21]([CH3:26])([CH3:25])[CH2:22][CH2:23][NH:24][CH2:18][C:16]1[CH:15]=[CH:14][C:3]([O:4][C:5]2[CH:6]=[CH:7][C:8]([C:11]([NH2:13])=[O:12])=[N:9][CH:10]=2)=[C:2]([F:1])[CH:17]=1. The catalyst class is: 5. (2) Reactant: [O:1]1[CH:5]=[CH:4][CH:3]=[C:2]1[C:6]1[O:7][C:8]([CH3:37])=[C:9]([CH2:11][O:12][C:13]2[CH:36]=[CH:35][C:16]([CH2:17][C:18]3[O:19][C:20]([CH2:29][CH2:30][C:31]([O:33]C)=[O:32])=[C:21]([C:23]4[CH:28]=[CH:27][CH:26]=[CH:25][CH:24]=4)[N:22]=3)=[CH:15][CH:14]=2)[N:10]=1.O.[OH-].[Li+].O1CCCC1.Cl. Product: [O:1]1[CH:5]=[CH:4][CH:3]=[C:2]1[C:6]1[O:7][C:8]([CH3:37])=[C:9]([CH2:11][O:12][C:13]2[CH:36]=[CH:35][C:16]([CH2:17][C:18]3[O:19][C:20]([CH2:29][CH2:30][C:31]([OH:33])=[O:32])=[C:21]([C:23]4[CH:28]=[CH:27][CH:26]=[CH:25][CH:24]=4)[N:22]=3)=[CH:15][CH:14]=2)[N:10]=1. The catalyst class is: 24. (3) Reactant: [CH2:1]([N:8]1[C:14](=O)[CH:13]2[N:16]([CH3:17])[CH:10]([CH2:11][CH2:12]2)[C:9]1=O)[C:2]1[CH:7]=[CH:6][CH:5]=[CH:4][CH:3]=1.O1CCOCC1.[H-].[H-].[H-].[H-].[Li+].[Al+3].O. Product: [CH2:1]([N:8]1[CH2:14][CH:13]2[N:16]([CH3:17])[CH:10]([CH2:11][CH2:12]2)[CH2:9]1)[C:2]1[CH:3]=[CH:4][CH:5]=[CH:6][CH:7]=1. The catalyst class is: 12. (4) Reactant: Br[CH2:2][C:3]([C:5]1[CH:10]=[CH:9][CH:8]=[CH:7][CH:6]=1)=O.[N:11]1([CH2:17][CH2:18][CH2:19][NH:20][C:21]([NH2:23])=[S:22])[CH2:16][CH2:15][O:14][CH2:13][CH2:12]1.C(N(CC)C(C)C)(C)C.[S:33]1[CH:37]=[CH:36][CH:35]=[C:34]1[C:38](Cl)=[O:39]. Product: [O:14]1[CH2:13][CH2:12][N:11]([CH2:17][CH2:18][CH2:19][N:20]([C:21]2[S:22][CH:2]=[C:3]([C:5]3[CH:10]=[CH:9][CH:8]=[CH:7][CH:6]=3)[N:23]=2)[C:38]([C:34]2[S:33][CH:37]=[CH:36][CH:35]=2)=[O:39])[CH2:16][CH2:15]1. The catalyst class is: 8. (5) Reactant: [C:1]([C@H:3]([NH:5][C:6](=[O:15])[O:7][CH2:8][C:9]1[CH:14]=[CH:13][CH:12]=[CH:11][CH:10]=1)[CH3:4])#[N:2].Cl.[NH2:17][OH:18].C(N(CC)CC)C. Product: [NH2:2]/[C:1](=[N:17]\[OH:18])/[C@H:3]([NH:5][C:6](=[O:15])[O:7][CH2:8][C:9]1[CH:10]=[CH:11][CH:12]=[CH:13][CH:14]=1)[CH3:4]. The catalyst class is: 8.